This data is from Catalyst prediction with 721,799 reactions and 888 catalyst types from USPTO. The task is: Predict which catalyst facilitates the given reaction. (1) Reactant: [C:1]1([C@H:7]([NH2:9])[CH3:8])[CH:6]=[CH:5][CH:4]=[CH:3][CH:2]=1.[CH:10]1[N:15]=[C:14](Cl)[C:13]2[N:17]=[CH:18][N:19]([C@@H:20]3[O:24][C@H:23]([CH2:25][OH:26])[C@@H:22]([OH:27])[C@H:21]3[OH:28])[C:12]=2[N:11]=1. The catalyst class is: 14. Product: [C:1]1([C@H:7]([NH:9][C:14]2[C:13]3[N:17]=[CH:18][N:19]([C:12]=3[N:11]=[CH:10][N:15]=2)[C@@H:20]2[O:24][C@H:23]([CH2:25][OH:26])[C@@H:22]([OH:27])[C@H:21]2[OH:28])[CH3:8])[CH:6]=[CH:5][CH:4]=[CH:3][CH:2]=1. (2) Reactant: [CH3:1][C:2]1[C:10]2[C:5](=[N:6][CH:7]=[C:8]([C:17]3[CH:22]=[CH:21][CH:20]=[CH:19][CH:18]=3)[C:9]=2[N:11]2[CH2:16][CH2:15][NH:14][CH2:13][CH2:12]2)[NH:4][CH:3]=1.[C:23]([O:27][C:28]([NH:30][C@H:31]([CH2:35][C:36]1[CH:41]=[CH:40][C:39]([Cl:42])=[CH:38][CH:37]=1)[C:32](O)=[O:33])=[O:29])([CH3:26])([CH3:25])[CH3:24].C1C=CC2N(O)N=NC=2C=1.O.CCN=C=NCCCN(C)C.CCN(C(C)C)C(C)C.C([O-])([O-])=O.[Na+].[Na+]. Product: [Cl:42][C:39]1[CH:40]=[CH:41][C:36]([CH2:35][C@@H:31]([NH:30][C:28](=[O:29])[O:27][C:23]([CH3:25])([CH3:24])[CH3:26])[C:32]([N:14]2[CH2:13][CH2:12][N:11]([C:9]3[C:8]([C:17]4[CH:18]=[CH:19][CH:20]=[CH:21][CH:22]=4)=[CH:7][N:6]=[C:5]4[NH:4][CH:3]=[C:2]([CH3:1])[C:10]=34)[CH2:16][CH2:15]2)=[O:33])=[CH:37][CH:38]=1. The catalyst class is: 2. (3) Reactant: [I:1][C:2]1[CH:3]=[C:4]([NH2:10])[C:5]([NH:8][CH3:9])=[CH:6][CH:7]=1.[Cl:11][C:12]1[C:13]([C:18](O)=O)=[N:14][CH:15]=[CH:16][CH:17]=1.CCN=C=NCCCN(C)C.C1C=CC2N(O)N=NC=2C=1. Product: [Cl:11][C:12]1[C:13]([C:18]2[N:8]([CH3:9])[C:5]3[CH:6]=[CH:7][C:2]([I:1])=[CH:3][C:4]=3[N:10]=2)=[N:14][CH:15]=[CH:16][CH:17]=1. The catalyst class is: 803. (4) Reactant: Cl[C:2](Cl)([O:4]C(=O)OC(Cl)(Cl)Cl)Cl.CCN(C(C)C)C(C)C.[CH3:22][C:23]1[C:28]2[O:29][CH2:30][C:31]3([CH2:33][CH2:32]3)[C:27]=2[C:26]([O:34][C:35]2[N:40]=[CH:39][C:38]([NH2:41])=[CH:37][CH:36]=2)=[CH:25][CH:24]=1.Cl.[NH2:43][C@:44]([CH3:51])([CH2:49][CH3:50])[C:45](OC)=[O:46]. Product: [CH2:49]([C@@:44]1([CH3:51])[NH:43][C:2](=[O:4])[N:41]([C:38]2[CH:39]=[N:40][C:35]([O:34][C:26]3[C:27]4[C:31]5([CH2:30][O:29][C:28]=4[C:23]([CH3:22])=[CH:24][CH:25]=3)[CH2:33][CH2:32]5)=[CH:36][CH:37]=2)[C:45]1=[O:46])[CH3:50]. The catalyst class is: 2. (5) Reactant: [C@H:1]([NH:5][C:6]([C:8]1[CH:9]=[C:10]([CH:25]=[CH:26][CH:27]=1)[CH2:11][N:12]1[CH2:17][CH2:16][N:15](C(OC(C)(C)C)=O)[CH2:14][CH2:13]1)=[O:7])([CH2:3][CH3:4])[CH3:2].FC(F)(F)C(O)=O. Product: [C@H:1]([NH:5][C:6](=[O:7])[C:8]1[CH:27]=[CH:26][CH:25]=[C:10]([CH2:11][N:12]2[CH2:13][CH2:14][NH:15][CH2:16][CH2:17]2)[CH:9]=1)([CH2:3][CH3:4])[CH3:2]. The catalyst class is: 4. (6) Reactant: [N:1]1([CH2:7][CH2:8][NH2:9])[CH2:6][CH2:5][O:4][CH2:3][CH2:2]1.Cl[C:11]1[N:12]=[N+:13]([O-:24])[C:14]2[CH:20]=[CH:19][C:18]([CH:21]([CH3:23])[CH3:22])=[CH:17][C:15]=2[N:16]=1. Product: [CH:21]([C:18]1[CH:19]=[CH:20][C:14]2[N+:13]([O-:24])=[N:12][C:11]([NH:9][CH2:8][CH2:7][N:1]3[CH2:6][CH2:5][O:4][CH2:3][CH2:2]3)=[N:16][C:15]=2[CH:17]=1)([CH3:23])[CH3:22]. The catalyst class is: 57.